Dataset: Forward reaction prediction with 1.9M reactions from USPTO patents (1976-2016). Task: Predict the product of the given reaction. (1) Given the reactants C1(O[C:8](=[O:27])[NH:9][C:10]2[S:11][C:12]3[C:18]([CH:19]4[CH2:24][O:23][CH2:22][CH2:21][O:20]4)=[CH:17][CH:16]=[C:15]([O:25][CH3:26])[C:13]=3[N:14]=2)C=CC=CC=1.FC(F)(F)C(O)=O.[O:35]1[C:39]2([CH2:44][CH2:43][NH:42][CH2:41][CH2:40]2)[CH2:38][CH2:37][CH2:36]1.C(N(C(C)C)C(C)C)C, predict the reaction product. The product is: [O:20]1[CH2:21][CH2:22][O:23][CH2:24][CH:19]1[C:18]1[C:12]2[S:11][C:10]([NH:9][C:8]([N:42]3[CH2:43][CH2:44][C:39]4([O:35][CH2:36][CH2:37][CH2:38]4)[CH2:40][CH2:41]3)=[O:27])=[N:14][C:13]=2[C:15]([O:25][CH3:26])=[CH:16][CH:17]=1. (2) Given the reactants ClCCN1CCOCC1.CS([O:14][CH:15]1[CH2:20][CH2:19][N:18](C(OC(C)(C)C)=O)[CH2:17][CH2:16]1)(=O)=O.[F:28][C:29]1[CH:34]=[CH:33][C:32]([CH:35]([C:37]2[N:46]=[C:45]([NH:47][C:48]3[CH:52]=[C:51]([CH3:53])[NH:50][N:49]=3)[C:44]3[C:39](=[CH:40][C:41](OC4CCCCN4C([O-])=O)=[CH:42][CH:43]=3)[N:38]=2)[OH:36])=[CH:31][CH:30]=1.Cl.O1CCOCC1, predict the reaction product. The product is: [F:28][C:29]1[CH:34]=[CH:33][C:32]([CH:35]([C:37]2[N:46]=[C:45]([NH:47][C:48]3[CH:52]=[C:51]([CH3:53])[NH:50][N:49]=3)[C:44]3[C:39](=[CH:40][C:41]([O:14][CH:15]4[CH2:16][CH2:17][NH:18][CH2:19][CH2:20]4)=[CH:42][CH:43]=3)[N:38]=2)[OH:36])=[CH:31][CH:30]=1. (3) Given the reactants [Cl:1][C:2]1[CH:7]=[C:6]2[NH:8][C:9](=[O:41])[C:10]3([CH:15]([C:16]4[CH:21]=[C:20]([Cl:22])[CH:19]=[CH:18][C:17]=4[O:23][C:24]([C:29](O)=[O:30])([CH2:27][CH3:28])[CH2:25][CH3:26])[CH2:14][C:13](=[O:32])[NH:12][CH:11]3[C:33]3[CH:38]=[C:37]([F:39])[CH:36]=[CH:35][C:34]=3[CH3:40])[C:5]2=[CH:4][C:3]=1[F:42].C1N=CN(C(N2C=NC=C2)=O)C=1.[CH3:55][S:56]([NH2:59])(=[O:58])=[O:57].[H-].[Na+].Cl, predict the reaction product. The product is: [Cl:1][C:2]1[CH:7]=[C:6]2[NH:8][C:9](=[O:41])[C:10]3([CH:15]([C:16]4[CH:21]=[C:20]([Cl:22])[CH:19]=[CH:18][C:17]=4[O:23][C:24]([CH2:27][CH3:28])([CH2:25][CH3:26])[C:29]([NH:59][S:56]([CH3:55])(=[O:58])=[O:57])=[O:30])[CH2:14][C:13](=[O:32])[NH:12][CH:11]3[C:33]3[CH:38]=[C:37]([F:39])[CH:36]=[CH:35][C:34]=3[CH3:40])[C:5]2=[CH:4][C:3]=1[F:42]. (4) Given the reactants [P:1]([CH2:5][CH2:6][C:7]([OH:9])=O)([OH:4])([OH:3])=[O:2].CN(C(ON1N=NC2C=CC=NC1=2)=[N+](C)C)C.F[P-](F)(F)(F)(F)F.C(N(C(C)C)CC)(C)C.[NH2:43][C@H:44]([CH2:61][C:62]1[CH:67]=[CH:66][C:65]([C:68]2[CH:73]=[C:72]([Cl:74])[CH:71]=[CH:70][C:69]=2[F:75])=[CH:64][CH:63]=1)[CH2:45][C:46]([O:48][CH:49]([O:51][C:52]([O:54][CH:55]1[CH2:60][CH2:59][CH2:58][CH2:57][CH2:56]1)=[O:53])[CH3:50])=[O:47], predict the reaction product. The product is: [Cl:74][C:72]1[CH:71]=[CH:70][C:69]([F:75])=[C:68]([C:65]2[CH:66]=[CH:67][C:62]([CH2:61][C@@H:44]([NH:43][C:7](=[O:9])[CH2:6][CH2:5][P:1](=[O:2])([OH:4])[OH:3])[CH2:45][C:46]([O:48][C@@H:49]([O:51][C:52]([O:54][CH:55]3[CH2:60][CH2:59][CH2:58][CH2:57][CH2:56]3)=[O:53])[CH3:50])=[O:47])=[CH:63][CH:64]=2)[CH:73]=1.